This data is from Full USPTO retrosynthesis dataset with 1.9M reactions from patents (1976-2016). The task is: Predict the reactants needed to synthesize the given product. (1) The reactants are: [OH:1][C@@H:2]1[CH2:6][CH2:5][N:4]([C:7]([O:9][C:10]([CH3:13])([CH3:12])[CH3:11])=[O:8])[CH2:3]1.[OH-].[Na+].Br[CH2:17][C:18]([O:20][CH2:21][CH3:22])=[O:19].O. Given the product [CH2:21]([O:20][C:18](=[O:19])[CH2:17][O:1][C@@H:2]1[CH2:6][CH2:5][N:4]([C:7]([O:9][C:10]([CH3:13])([CH3:12])[CH3:11])=[O:8])[CH2:3]1)[CH3:22], predict the reactants needed to synthesize it. (2) Given the product [OH:14][C:11]1([C:1]#[N:2])[CH2:10][CH2:9][CH:8]([O:7][CH2:6][C:5]([F:15])([F:16])[F:4])[CH2:13][CH2:12]1, predict the reactants needed to synthesize it. The reactants are: [C-:1]#[N:2].[Na+].[F:4][C:5]([F:16])([F:15])[CH2:6][O:7][CH:8]1[CH2:13][CH2:12][C:11](=[O:14])[CH2:10][CH2:9]1.S(OS([O-])=O)([O-])=O.[Na+].[Na+]. (3) The reactants are: [O:1]=[CH:2][C:3]1[CH:11]=[CH:10][C:8]([OH:9])=[C:5]([O:6][CH3:7])[CH:4]=1.[C:12]([O-])([O-])=O.[K+].[K+].[CH2:18](Br)[C:19]#C. Given the product [CH3:12][O:9][C:8]1[CH:10]=[CH:11][C:3]([CH:2]=[O:1])=[CH:4][C:5]=1[O:6][CH2:7][C:18]#[CH:19], predict the reactants needed to synthesize it. (4) The reactants are: [OH:1][N:2]=[C:3]([C:11]1[CH:12]=[C:13]2[C:21](=[CH:22][CH:23]=1)[N:20]([CH2:24][CH2:25][O:26][CH2:27][CH2:28][O:29][CH2:30][CH2:31][N:32]1[C:44]3[CH:43]=[CH:42][C:41]([C:45]([C:48]4[CH:53]=[CH:52][CH:51]=[CH:50][C:49]=4[CH3:54])=[N:46][OH:47])=[CH:40][C:39]=3[C:38]3[C:33]1=[CH:34][CH:35]=[C:36]([C:55](=[O:65])[C:56]1[C:61]([CH3:62])=[CH:60][C:59]([CH3:63])=[CH:58][C:57]=1[CH3:64])[CH:37]=3)[C:19]1[CH:18]=[CH:17][C:16]([C:66]([C:68]3[C:73]([CH3:74])=[CH:72][C:71]([CH3:75])=[CH:70][C:69]=3[CH3:76])=[O:67])=[CH:15][C:14]2=1)[C:4]1[CH:9]=[CH:8][CH:7]=[CH:6][C:5]=1[CH3:10].C(N(CC)CC)C.[C:84](Cl)(=[O:86])[CH3:85].C1C[O:91][CH2:90][CH2:89]1. Given the product [C:84]([O:1][N:2]=[C:3]([C:11]1[CH:23]=[CH:22][C:21]2[N:20]([CH2:24][CH2:25][O:26][CH2:27][CH2:28][O:29][CH2:30][CH2:31][N:32]3[C:44]4[CH:43]=[CH:42][C:41]([C:45]([C:48]5[CH:53]=[CH:52][CH:51]=[CH:50][C:49]=5[CH3:54])=[N:46][O:47][C:90](=[O:91])[CH3:89])=[CH:40][C:39]=4[C:38]4[C:33]3=[CH:34][CH:35]=[C:36]([C:55](=[O:65])[C:56]3[C:61]([CH3:62])=[CH:60][C:59]([CH3:63])=[CH:58][C:57]=3[CH3:64])[CH:37]=4)[C:19]3[C:14]([C:13]=2[CH:12]=1)=[CH:15][C:16]([C:66](=[O:67])[C:68]1[C:69]([CH3:76])=[CH:70][C:71]([CH3:75])=[CH:72][C:73]=1[CH3:74])=[CH:17][CH:18]=3)[C:4]1[CH:9]=[CH:8][CH:7]=[CH:6][C:5]=1[CH3:10])(=[O:86])[CH3:85], predict the reactants needed to synthesize it. (5) Given the product [F:10][CH:9]([F:11])[O:8][C:5]1[N:6]=[CH:7][C:2]([B:12]([OH:16])[OH:13])=[CH:3][CH:4]=1, predict the reactants needed to synthesize it. The reactants are: Cl[C:2]1[CH:3]=[CH:4][C:5]([O:8][CH:9]([F:11])[F:10])=[N:6][CH:7]=1.[B:12]1(B2OC(C)(C)C(C)(C)O2)[O:16]C(C)(C)C(C)(C)[O:13]1.C(Cl)Cl.C([O-])(=O)C.[K+]. (6) The reactants are: [Cl:1][C:2]1[CH:18]=[CH:17][C:5]2[O:6][CH2:7][O:8][C:9]3[CH:15]=[CH:14][C:13]([Cl:16])=[CH:12][C:10]=3[CH2:11][C:4]=2[CH:3]=1.[Br:19]N1C(=O)CCC1=O. Given the product [Br:19][CH:11]1[C:4]2[CH:3]=[C:2]([Cl:1])[CH:18]=[CH:17][C:5]=2[O:6][CH2:7][O:8][C:9]2[CH:15]=[CH:14][C:13]([Cl:16])=[CH:12][C:10]1=2, predict the reactants needed to synthesize it. (7) Given the product [Cl:3][C:10]1[N:9]([C:13]2[CH:18]=[CH:17][CH:16]=[CH:15][CH:14]=2)[N:8]=[C:7]([CH3:6])[C:11]=1[CH:20]=[O:23], predict the reactants needed to synthesize it. The reactants are: P(Cl)(Cl)([Cl:3])=O.[CH3:6][C:7]1[CH2:11][C:10](=O)[N:9]([C:13]2[CH:18]=[CH:17][CH:16]=[CH:15][CH:14]=2)[N:8]=1.O.[C:20](=[O:23])([O-])O.[Na+]. (8) Given the product [NH2:10][C:8]1[CH:9]=[C:4]([CH:1]2[CH2:2][CH2:3]2)[CH:5]=[C:6]([N:13]2[C:17](=[O:18])[N:16]([CH3:19])[N:15]=[N:14]2)[CH:7]=1, predict the reactants needed to synthesize it. The reactants are: [CH:1]1([C:4]2[CH:5]=[C:6]([N:13]3[C:17](=[O:18])[N:16]([CH3:19])[N:15]=[N:14]3)[CH:7]=[C:8]([N+:10]([O-])=O)[CH:9]=2)[CH2:3][CH2:2]1.O.O.Cl[Sn]Cl.Cl. (9) Given the product [Cl:1][C:2]1[CH:3]=[C:4]([N:8]2[C:12]([CH2:13][NH:14][C:29]([NH:28][C:22]3[CH:23]=[CH:24][C:25]([CH2:26][OH:27])=[C:20]([F:19])[CH:21]=3)=[O:30])=[CH:11][C:10]([C:15]([F:16])([F:17])[F:18])=[N:9]2)[CH:5]=[CH:6][CH:7]=1, predict the reactants needed to synthesize it. The reactants are: [Cl:1][C:2]1[CH:3]=[C:4]([N:8]2[C:12]([CH2:13][NH2:14])=[CH:11][C:10]([C:15]([F:18])([F:17])[F:16])=[N:9]2)[CH:5]=[CH:6][CH:7]=1.[F:19][C:20]1[CH:21]=[C:22]([NH:28][C:29](=O)[O:30]C2C=CC=CC=2)[CH:23]=[CH:24][C:25]=1[CH2:26][OH:27]. (10) Given the product [CH3:36][N:35]([CH3:37])[CH:32]1[CH2:31][CH2:30][N:29]([C:26]2[CH:27]=[CH:28][C:23]([NH:22][C:43]([NH:45][C:46]3[CH:47]=[CH:63][C:57]([O:50][C:51]4[CH:56]=[CH:55][CH:54]=[CH:53][CH:52]=4)=[CH:58][CH:59]=3)=[O:44])=[CH:24][CH:25]=2)[CH2:34][CH2:33]1, predict the reactants needed to synthesize it. The reactants are: CN(C)C1CCNCC1.FC1C=CC([N+]([O-])=O)=CC=1.[H][H].[NH2:22][C:23]1[CH:28]=[CH:27][C:26]([N:29]2[CH2:34][CH2:33][CH:32]([N:35]([CH3:37])[CH3:36])[CH2:31][CH2:30]2)=[CH:25][CH:24]=1.C1N=CN([C:43]([N:45]2C=N[CH:47]=[CH:46]2)=[O:44])C=1.[O:50]([C:57]1[CH:63]=CC(N)=[CH:59][CH:58]=1)[C:51]1[CH:56]=[CH:55][CH:54]=[CH:53][CH:52]=1.